This data is from Catalyst prediction with 721,799 reactions and 888 catalyst types from USPTO. The task is: Predict which catalyst facilitates the given reaction. (1) Reactant: [Br:1][CH:2](Br)[C:3]1[CH:8]=[CH:7][C:6]([C:9]2[N:13]=[CH:12][O:11][N:10]=2)=[CH:5][C:4]=1[F:14].C(N(C(C)C)CC)(C)C.P([O-])(OCC)OCC. Product: [Br:1][CH2:2][C:3]1[CH:8]=[CH:7][C:6]([C:9]2[N:13]=[CH:12][O:11][N:10]=2)=[CH:5][C:4]=1[F:14]. The catalyst class is: 1. (2) Reactant: [Cl:1][C:2]1[C:7]([C:8](O)=[O:9])=[CH:6][N:5]=[C:4]([Cl:11])[CH:3]=1.C1N=CN(C(N2C=NC=C2)=O)C=1.C(N(C(C)C)CC)(C)C.Cl.[CH3:34][NH:35][O:36][CH3:37]. Product: [Cl:1][C:2]1[C:7]([C:8]([N:35]([O:36][CH3:37])[CH3:34])=[O:9])=[CH:6][N:5]=[C:4]([Cl:11])[CH:3]=1. The catalyst class is: 56. (3) Reactant: [CH3:1][N:2]1[CH2:5][C:4]([CH2:21][C:22]([O:24][CH2:25][CH3:26])=[O:23])([NH:6][S:7]([C:10]2[CH:15]=[CH:14][C:13]([CH2:16][CH2:17][CH2:18][CH2:19][CH3:20])=[CH:12][CH:11]=2)(=[O:9])=[O:8])[CH2:3]1.[CH3:27][I:28]. Product: [I-:28].[CH2:25]([O:24][C:22](=[O:23])[CH2:21][C:4]1([NH:6][S:7]([C:10]2[CH:11]=[CH:12][C:13]([CH2:16][CH2:17][CH2:18][CH2:19][CH3:20])=[CH:14][CH:15]=2)(=[O:9])=[O:8])[CH2:5][N+:2]([CH3:27])([CH3:1])[CH2:3]1)[CH3:26]. The catalyst class is: 2. (4) Reactant: C(O[C:6]([N:8]1[CH2:13][CH2:12][CH:11]([CH2:14][O:15][C:16]2[CH:25]=[C:24]3[C:19]([C:20]([O:26][C:27]4[CH:32]=[CH:31][C:30]([N+:33]([O-:35])=[O:34])=[CH:29][C:28]=4[F:36])=[CH:21][CH:22]=[N:23]3)=[CH:18][C:17]=2[O:37][CH3:38])[CH2:10][CH2:9]1)=O)(C)(C)C.C(O)(C(F)(F)F)=O.[BH-](OC(C)=O)(OC(C)=O)OC(C)=O.[Na+].C=O. Product: [F:36][C:28]1[CH:29]=[C:30]([N+:33]([O-:35])=[O:34])[CH:31]=[CH:32][C:27]=1[O:26][C:20]1[C:19]2[C:24](=[CH:25][C:16]([O:15][CH2:14][CH:11]3[CH2:12][CH2:13][N:8]([CH3:6])[CH2:9][CH2:10]3)=[C:17]([O:37][CH3:38])[CH:18]=2)[N:23]=[CH:22][CH:21]=1. The catalyst class is: 2. (5) Reactant: [OH:1][N:2]1[C:6](=[O:7])[C:5]2=[CH:8][CH:9]=[CH:10][CH:11]=[C:4]2[C:3]1=[O:12].C1(P(C2C=CC=CC=2)C2C=CC=CC=2)C=CC=CC=1.[CH3:32][O:33][C:34]1[CH:67]=[CH:66][C:37]([C:38]([O:53][CH2:54][CH2:55][O:56][CH2:57][CH2:58][O:59][CH2:60][CH2:61][O:62][CH2:63][CH2:64]O)([C:47]2[CH:52]=[CH:51][CH:50]=[CH:49][CH:48]=2)[C:39]2[CH:44]=[CH:43][C:42]([O:45][CH3:46])=[CH:41][CH:40]=2)=[CH:36][CH:35]=1.CCOC(/N=N/C(OCC)=O)=O. Product: [CH3:46][O:45][C:42]1[CH:41]=[CH:40][C:39]([C:38]([O:53][CH2:54][CH2:55][O:56][CH2:57][CH2:58][O:59][CH2:60][CH2:61][O:62][CH2:63][CH2:64][O:1][N:2]2[C:3](=[O:12])[C:4]3=[CH:11][CH:10]=[CH:9][CH:8]=[C:5]3[C:6]2=[O:7])([C:47]2[CH:52]=[CH:51][CH:50]=[CH:49][CH:48]=2)[C:37]2[CH:36]=[CH:35][C:34]([O:33][CH3:32])=[CH:67][CH:66]=2)=[CH:44][CH:43]=1. The catalyst class is: 1. (6) Reactant: [C:1]([C:5]1[CH:6]=[C:7]([CH:10]=[C:11]([C:14]([CH3:17])([CH3:16])[CH3:15])[C:12]=1[OH:13])[CH:8]=[O:9])([CH3:4])([CH3:3])[CH3:2].ClCCCl.C(N(C(C)C)CC)(C)C.[CH3:31][Si:32]([CH3:39])([CH3:38])[CH2:33][CH2:34][O:35][CH2:36]Cl. Product: [C:14]([C:11]1[CH:10]=[C:7]([CH:6]=[C:5]([C:1]([CH3:4])([CH3:3])[CH3:2])[C:12]=1[O:13][CH2:36][O:35][CH2:34][CH2:33][Si:32]([CH3:39])([CH3:38])[CH3:31])[CH:8]=[O:9])([CH3:17])([CH3:16])[CH3:15]. The catalyst class is: 2. (7) Reactant: [OH:1][CH:2]([C:17]1[CH:26]=[CH:25][C:20]2[C:21](=[O:24])[O:22][CH2:23][C:19]=2[C:18]=1[CH3:27])[CH2:3][CH:4]1[CH2:9][CH2:8][N:7](C(OC(C)(C)C)=O)[CH2:6][CH2:5]1.[ClH:28]. Product: [Cl-:28].[OH:1][CH:2]([C:17]1[CH:26]=[CH:25][C:20]2[C:21](=[O:24])[O:22][CH2:23][C:19]=2[C:18]=1[CH3:27])[CH2:3][CH:4]1[CH2:5][CH2:6][NH2+:7][CH2:8][CH2:9]1. The catalyst class is: 71. (8) Reactant: CC([CH2:5][N:6]([CH2:10][CH2:11][NH:12][C:13]1[N:14]=[C:15]([C:32]2[CH:37]=[C:36]([C:38]([NH:40][CH:41]([CH3:43])[CH3:42])=[O:39])[CH:35]=[CH:34][C:33]=2[CH3:44])[C:16]2[CH2:21][NH:20][C:19](=[O:22])[N:18]([C:23]3[C:28]([F:29])=[CH:27][CH:26]=[CH:25][C:24]=3[F:30])[C:17]=2[N:31]=1)C(=O)[O-])(C)C.C(O)(C(F)(F)F)=O. Product: [F:30][C:24]1[CH:25]=[CH:26][CH:27]=[C:28]([F:29])[C:23]=1[N:18]1[C:17]2[N:31]=[C:13]([NH:12][CH2:11][CH2:10][NH:6][CH3:5])[N:14]=[C:15]([C:32]3[CH:37]=[C:36]([CH:35]=[CH:34][C:33]=3[CH3:44])[C:38]([NH:40][CH:41]([CH3:42])[CH3:43])=[O:39])[C:16]=2[CH2:21][NH:20][C:19]1=[O:22]. The catalyst class is: 2.